This data is from Forward reaction prediction with 1.9M reactions from USPTO patents (1976-2016). The task is: Predict the product of the given reaction. (1) Given the reactants [CH3:1][S:2]([NH2:5])(=[O:4])=[O:3].CC(C)([O-])C.[K+].[Cl:12][C:13]1[C:14]([O:30][C:31]2[CH:32]=[N:33][C:34]([O:38][C@H:39]([CH3:44])[C:40]([F:43])([F:42])[F:41])=[C:35]([Cl:37])[CH:36]=2)=[CH:15][C:16]([F:29])=[C:17]([CH:28]=1)[C:18](OC1C=CC(C)=CC=1)=[O:19], predict the reaction product. The product is: [Cl:12][C:13]1[C:14]([O:30][C:31]2[CH:32]=[N:33][C:34]([O:38][C@H:39]([CH3:44])[C:40]([F:42])([F:43])[F:41])=[C:35]([Cl:37])[CH:36]=2)=[CH:15][C:16]([F:29])=[C:17]([CH:28]=1)[C:18]([NH:5][S:2]([CH3:1])(=[O:4])=[O:3])=[O:19]. (2) Given the reactants [C:1]([O:5][C:6]([N:8]1[CH2:12][CH2:11][C:10]2([C:20]3[C:15](=[CH:16][CH:17]=[C:18]([CH2:21][CH:22]4[CH2:25][C:24](C(O)=O)([C:26]([OH:28])=[O:27])[CH2:23]4)[CH:19]=3)[N:14]([C:32]([O:34][CH2:35][CH2:36][Si:37]([CH3:40])([CH3:39])[CH3:38])=[O:33])[CH2:13]2)[CH2:9]1)=[O:7])([CH3:4])([CH3:3])[CH3:2].C(N1C=CN=C1)(N1C=CN=C1)=O.[OH-].[Na+].Cl, predict the reaction product. The product is: [C:1]([O:5][C:6]([N:8]1[CH2:12][CH2:11][C:10]2([C:20]3[C:15](=[CH:16][CH:17]=[C:18]([CH2:21][CH:22]4[CH2:25][CH:24]([C:26]([OH:28])=[O:27])[CH2:23]4)[CH:19]=3)[N:14]([C:32]([O:34][CH2:35][CH2:36][Si:37]([CH3:40])([CH3:39])[CH3:38])=[O:33])[CH2:13]2)[CH2:9]1)=[O:7])([CH3:3])([CH3:2])[CH3:4].